From a dataset of Reaction yield outcomes from USPTO patents with 853,638 reactions. Predict the reaction yield, written as a fraction of the theoretical maximum amount of product (1.0 means a 100% yield; for example, 0.34 means a 34% yield). (1) The reactants are C[CH:2]1[CH2:5][CH2:4][C:3]1=[O:6].[CH2:7]([Mg]Br)[CH:8]=[CH2:9].O.[CH2:13]1COCC1. No catalyst specified. The product is [CH2:7]([C:3]1([OH:6])[CH2:2][CH:5]([CH3:13])[CH2:4]1)[CH:8]=[CH2:9]. The yield is 0.469. (2) The reactants are [C:1]1([CH3:10])[CH:6]=[CH:5][C:4]([CH2:7][C:8]#[N:9])=[CH:3][CH:2]=1.[OH-].[K+].[CH3:13][C:14]([CH3:16])=O. The catalyst is CO. The product is [CH3:13][C:14]([CH3:16])=[C:7]([C:4]1[CH:5]=[CH:6][C:1]([CH3:10])=[CH:2][CH:3]=1)[C:8]#[N:9]. The yield is 0.150. (3) The reactants are [OH:1][C:2]1[CH:3]=[C:4]2[C:9](=[CH:10][C:11]=1[O:12][CH3:13])[N:8]=[CH:7][NH:6][C:5]2=[O:14].C([O-])([O-])=O.[Cs+].[Cs+].Br[CH2:22][CH3:23]. The catalyst is O.CC#N.CO. The product is [CH2:22]([O:1][C:2]1[CH:3]=[C:4]2[C:9](=[CH:10][C:11]=1[O:12][CH3:13])[N:8]=[CH:7][NH:6][C:5]2=[O:14])[CH3:23]. The yield is 0.480. (4) The reactants are [C:1]([C:5]1[C:6]([O:18][CH3:19])=[C:7]([CH:12]=[C:13]([N+:15]([O-])=O)[CH:14]=1)[C:8]([O:10][CH3:11])=[O:9])([CH3:4])([CH3:3])[CH3:2].[Cl-].[NH4+].O. The catalyst is [Fe].CO. The product is [NH2:15][C:13]1[CH:14]=[C:5]([C:1]([CH3:4])([CH3:3])[CH3:2])[C:6]([O:18][CH3:19])=[C:7]([CH:12]=1)[C:8]([O:10][CH3:11])=[O:9]. The yield is 1.00. (5) The reactants are [OH-:1].[K+].C([N:11]1[CH2:24][CH2:23][C:22]2[C:21]3[CH:20]=[CH:19][CH:18]=[CH:17][C:16]=3[N:15]([CH2:25][CH2:26][C:27]([O:29]CC)=[O:28])[C:14]=2[CH2:13][CH2:12]1)(=O)C1C=CC=CC=1.Cl.[OH2:33]. The catalyst is C1COCC1. The product is [C:26]([OH:33])(=[O:1])[C:27]([OH:29])=[O:28].[CH:20]1[C:21]2[C:22]3[CH2:23][CH2:24][NH:11][CH2:12][CH2:13][C:14]=3[N:15]3[C:16]=2[C:17]([C:27](=[O:28])[CH2:26][CH2:25]3)=[CH:18][CH:19]=1. The yield is 0.430. (6) The reactants are F.F.F.C(N(CC)CC)C.C(N(CC)CC)C.[Si]([O:35][CH2:36][C@H:37]1[O:41][C@@H:40]([N:42]2[CH:49]=[C:48]([CH3:50])[C:46](=[O:47])[NH:45][C:43]2=[O:44])[C@H:39]([O:51][CH2:52][CH2:53][O:54][N:55]([CH3:57])[CH3:56])[C@@H:38]1[OH:58])(C(C)(C)C)(C1C=CC=CC=1)C1C=CC=CC=1.CO. The catalyst is C1COCC1.C(Cl)Cl. The product is [CH3:56][N:55]([CH3:57])[O:54][CH2:53][CH2:52][O:51][C@@H:39]1[C@H:38]([OH:58])[C@@H:37]([CH2:36][OH:35])[O:41][C@H:40]1[N:42]1[CH:49]=[C:48]([CH3:50])[C:46](=[O:47])[NH:45][C:43]1=[O:44]. The yield is 0.925.